This data is from Retrosynthesis with 50K atom-mapped reactions and 10 reaction types from USPTO. The task is: Predict the reactants needed to synthesize the given product. Given the product CCOC(=O)C(=Cc1ccc(-c2cccc(CN(C)C(=O)c3ccccc3)c2)cc1)C(=O)OCC, predict the reactants needed to synthesize it. The reactants are: CCOC(=O)CC(=O)OCC.CN(Cc1cccc(-c2ccc(C=O)cc2)c1)C(=O)c1ccccc1.